From a dataset of Forward reaction prediction with 1.9M reactions from USPTO patents (1976-2016). Predict the product of the given reaction. (1) Given the reactants FC(F)(F)C(O)=O.[CH2:8]([C:10]1[CH:15]=[CH:14][C:13]([CH:16]2[CH2:21][N:20]([C:22]([N:24]3[CH2:28][CH2:27][CH2:26][CH2:25]3)=[O:23])[CH2:19][CH:18]([NH2:29])[CH2:17]2)=[CH:12][CH:11]=1)[CH3:9].[CH3:30][O:31][C:32]1[CH:33]=[C:34]([CH:38]=[CH:39][CH:40]=1)[C:35](O)=[O:36], predict the reaction product. The product is: [CH2:8]([C:10]1[CH:11]=[CH:12][C:13]([CH:16]2[CH2:21][N:20]([C:22]([N:24]3[CH2:25][CH2:26][CH2:27][CH2:28]3)=[O:23])[CH2:19][CH:18]([NH:29][C:35](=[O:36])[C:34]3[CH:38]=[CH:39][CH:40]=[C:32]([O:31][CH3:30])[CH:33]=3)[CH2:17]2)=[CH:14][CH:15]=1)[CH3:9]. (2) Given the reactants [F:1][CH:2]([F:13])[O:3][C:4]1[CH:11]=[CH:10][C:7]([CH:8]=[O:9])=[CH:6][C:5]=1[OH:12].[F-].[K+].[Br:16][C:17]1[CH:22]=[C:21]([N+:23]([O-:25])=[O:24])[CH:20]=[CH:19][C:18]=1F, predict the reaction product. The product is: [Br:16][C:17]1[CH:22]=[C:21]([N+:23]([O-:25])=[O:24])[CH:20]=[CH:19][C:18]=1[O:12][C:5]1[CH:6]=[C:7]([CH:10]=[CH:11][C:4]=1[O:3][CH:2]([F:13])[F:1])[CH:8]=[O:9].